This data is from Full USPTO retrosynthesis dataset with 1.9M reactions from patents (1976-2016). The task is: Predict the reactants needed to synthesize the given product. (1) Given the product [CH2:8]([C:7]1[C:2]([F:1])=[N:3][CH:4]=[C:5]([CH3:16])[CH:6]=1)[C:10]1[CH:11]=[CH:12][CH:13]=[CH:14][CH:15]=1, predict the reactants needed to synthesize it. The reactants are: [F:1][C:2]1[C:7]([CH:8]([C:10]2[CH:15]=[CH:14][CH:13]=[CH:12][CH:11]=2)O)=[CH:6][C:5]([CH3:16])=[CH:4][N:3]=1.B(F)(F)F.O(CC)CC.C([SiH](CC)CC)C. (2) Given the product [F:1][C:2]1[C:24]([CH3:25])=[CH:23][C:5]2[N:6]([CH:10]3[CH2:11][CH2:12][NH:13][CH2:14][CH2:15]3)[C:7](=[O:9])[O:8][C:4]=2[CH:3]=1, predict the reactants needed to synthesize it. The reactants are: [F:1][C:2]1[C:24]([CH3:25])=[CH:23][C:5]2[N:6]([CH:10]3[CH2:15][CH2:14][N:13](C(OC(C)(C)C)=O)[CH2:12][CH2:11]3)[C:7](=[O:9])[O:8][C:4]=2[CH:3]=1.Cl. (3) The reactants are: [H-].[Na+].Br[CH2:4][CH2:5][CH2:6]Br.[Br:8][C:9]1[CH:14]=[CH:13][C:12]([CH2:15][C:16]#[N:17])=[C:11]([F:18])[CH:10]=1.[Cl-].[NH4+]. Given the product [Br:8][C:9]1[CH:14]=[CH:13][C:12]([C:15]2([C:16]#[N:17])[CH2:6][CH2:5][CH2:4]2)=[C:11]([F:18])[CH:10]=1, predict the reactants needed to synthesize it. (4) The reactants are: [NH2:1][C:2]1[CH:3]=[CH:4][C:5]([O:13][CH:14]([C:21]2[CH:26]=[CH:25][CH:24]=[CH:23][CH:22]=2)[C:15]2[CH:20]=[CH:19][CH:18]=[CH:17][CH:16]=2)=[C:6]([C:8](=O)[CH:9]([CH3:11])[CH3:10])[CH:7]=1.C([N:30]([CH:33]([CH3:35])[CH3:34])[CH2:31]C)(C)C.[CH2:50]1C(=O)N(OC(ON2[C:52](=[O:53])[CH2:51][CH2:50]C2=O)=O)[C:52](=[O:53])[CH2:51]1.[OH2:54]. Given the product [CH:14]([O:13][C:5]1[CH:4]=[CH:3][C:2]([NH:1][C:31]([NH:30][C:33]2[CH:34]=[CH:50][C:51]3[O:13][CH2:5][CH2:4][CH2:3][O:53][C:52]=3[CH:35]=2)=[O:54])=[CH:7][C:6]=1[CH2:8][CH:9]([CH3:10])[CH3:11])([C:15]1[CH:20]=[CH:19][CH:18]=[CH:17][CH:16]=1)[C:21]1[CH:26]=[CH:25][CH:24]=[CH:23][CH:22]=1, predict the reactants needed to synthesize it. (5) Given the product [CH3:10][O:11][C:12]([C:14]1[N:15]=[C:16]([CH3:33])[S:17][C:18]=1[C:19]1[CH:24]=[CH:23][CH:22]=[C:21]([OH:25])[CH:20]=1)=[O:13], predict the reactants needed to synthesize it. The reactants are: B(F)(F)F.CCOCC.[CH3:10][O:11][C:12]([C:14]1[N:15]=[C:16]([CH3:33])[S:17][C:18]=1[C:19]1[CH:24]=[CH:23][CH:22]=[C:21]([O:25]CC2C=CC=CC=2)[CH:20]=1)=[O:13].[OH-].[Na+]. (6) Given the product [CH3:34][O:1][C:2]1[C:3](=[O:33])[CH:4]=[C:5]([NH:22][CH2:23][CH2:24][CH2:25][C:26]([O:28][C:29]([CH3:32])([CH3:31])[CH3:30])=[O:27])[C:6](=[O:21])[C:7]=1[CH2:8][CH2:9][CH2:10][CH2:11][CH2:12][CH2:13][CH2:14][CH2:15][CH2:16][CH2:17][CH2:18][CH2:19][CH3:20], predict the reactants needed to synthesize it. The reactants are: [OH:1][C:2]1[C:3](=[O:33])[CH:4]=[C:5]([NH:22][CH2:23][CH2:24][CH2:25][C:26]([O:28][C:29]([CH3:32])([CH3:31])[CH3:30])=[O:27])[C:6](=[O:21])[C:7]=1[CH2:8][CH2:9][CH2:10][CH2:11][CH2:12][CH2:13][CH2:14][CH2:15][CH2:16][CH2:17][CH2:18][CH2:19][CH3:20].[C:34](=O)([O-])[O-].[K+].[K+].S(OC)(OC)(=O)=O.